Dataset: Full USPTO retrosynthesis dataset with 1.9M reactions from patents (1976-2016). Task: Predict the reactants needed to synthesize the given product. (1) Given the product [CH2:1]([S:8][C:9]1[N:10]=[CH:11][C:12]([NH2:18])=[CH:13][C:14]=1[CH:15]([CH3:17])[CH3:16])[C:2]1[CH:3]=[CH:4][CH:5]=[CH:6][CH:7]=1, predict the reactants needed to synthesize it. The reactants are: [CH2:1]([S:8][C:9]1[C:14]([CH:15]([CH3:17])[CH3:16])=[CH:13][C:12]([N+:18]([O-])=O)=[CH:11][N:10]=1)[C:2]1[CH:7]=[CH:6][CH:5]=[CH:4][CH:3]=1.C(O)C.Cl. (2) Given the product [C:1]1([S:7]([N:10]2[C:14]3[CH:15]=[N:16][C:17]([C:20]#[N:21])=[C:18]([O:19][CH2:30][CH3:31])[C:13]=3[C:12]3[CH:22]=[C:23]([Br:26])[CH:24]=[N:25][C:11]2=3)(=[O:8])=[O:9])[CH:2]=[CH:3][CH:4]=[CH:5][CH:6]=1, predict the reactants needed to synthesize it. The reactants are: [C:1]1([S:7]([N:10]2[C:14]3[CH:15]=[N:16][C:17]([C:20]#[N:21])=[C:18]([OH:19])[C:13]=3[C:12]3[CH:22]=[C:23]([Br:26])[CH:24]=[N:25][C:11]2=3)(=[O:9])=[O:8])[CH:6]=[CH:5][CH:4]=[CH:3][CH:2]=1.[H-].[Na+].I[CH2:30][CH3:31].